This data is from Full USPTO retrosynthesis dataset with 1.9M reactions from patents (1976-2016). The task is: Predict the reactants needed to synthesize the given product. Given the product [OH:2][CH:3]1[C:21]2[C:12](=[CH:13][CH:14]=[C:15]([C:16]([O:18][CH3:19])=[O:17])[CH:20]=2)[NH:11][CH:10]([C:9]2[CH:22]=[CH:23][CH:24]=[C:7]([O:6][C:4]([CH3:5])([CH3:25])[C:3]([O:2][CH3:1])=[O:26])[CH:8]=2)[C:4]1([CH3:25])[CH3:5], predict the reactants needed to synthesize it. The reactants are: [CH3:1][O:2][C:3](=[O:26])[C:4]([CH3:25])([O:6][C:7]1[CH:8]=[C:9]([CH:22]=[CH:23][CH:24]=1)/[CH:10]=[N:11]/[C:12]1[CH:21]=[CH:20][C:15]([C:16]([O:18][CH3:19])=[O:17])=[CH:14][CH:13]=1)[CH3:5].